Dataset: Catalyst prediction with 721,799 reactions and 888 catalyst types from USPTO. Task: Predict which catalyst facilitates the given reaction. Reactant: Br[CH2:2][C:3]1[CH:4]=[N:5][C:6]2[C:11]([C:12]=1[Cl:13])=[CH:10][CH:9]=[CH:8][CH:7]=2.[CH3:14][C:15]1[N:20]=[C:19]([SH:21])[N:18]=[C:17]([OH:22])[CH:16]=1.C(N(CC)CC)C. Product: [ClH:13].[Cl:13][C:12]1[C:11]2[C:6](=[CH:7][CH:8]=[CH:9][CH:10]=2)[N:5]=[CH:4][C:3]=1[CH2:2][S:21][C:19]1[N:18]=[C:17]([OH:22])[CH:16]=[C:15]([CH3:14])[N:20]=1. The catalyst class is: 8.